Dataset: Catalyst prediction with 721,799 reactions and 888 catalyst types from USPTO. Task: Predict which catalyst facilitates the given reaction. (1) Reactant: [CH3:1][O:2][C:3]1[CH:4]=[C:5]2[C:10](=[CH:11][CH:12]=1)[CH2:9][NH:8][CH2:7][C:6]2([CH3:14])[CH3:13].[CH:15](O)=[O:16].Cl.CN(C)CCCN=C=NCC. Product: [CH3:1][O:2][C:3]1[CH:4]=[C:5]2[C:10](=[CH:11][CH:12]=1)[CH2:9][N:8]([CH:15]=[O:16])[CH2:7][C:6]2([CH3:14])[CH3:13]. The catalyst class is: 526. (2) Reactant: [C:1]([O:5][C:6](=[O:49])[N:7]([CH2:20][C@@H:21]([C:30]1[CH:39]=[CH:38][C:37]([O:40][CH2:41][C:42]2[CH:47]=[CH:46][CH:45]=[CH:44][CH:43]=2)=[C:36]2[C:31]=1[CH:32]=[CH:33][C:34](=[O:48])[NH:35]2)[O:22][Si:23]([C:26]([CH3:29])([CH3:28])[CH3:27])([CH3:25])[CH3:24])[CH:8]([CH3:19])[CH2:9][C:10]1[CH:15]=[CH:14][CH:13]=[C:12]([N+:16]([O-])=O)[CH:11]=1)([CH3:4])([CH3:3])[CH3:2].C(OC(=O)N(CCC1C=CC=C(N)C=1)C[C@@H](C1C=CC(OCC2C=CC=CC=2)=C2C=1C=CC(=O)N2)O[Si](C(C)(C)C)(C)C)(C)(C)C. Product: [C:1]([O:5][C:6](=[O:49])[N:7]([CH:8]([CH3:19])[CH2:9][C:10]1[CH:15]=[CH:14][CH:13]=[C:12]([NH2:16])[CH:11]=1)[CH2:20][C@@H:21]([C:30]1[CH:39]=[CH:38][C:37]([O:40][CH2:41][C:42]2[CH:43]=[CH:44][CH:45]=[CH:46][CH:47]=2)=[C:36]2[C:31]=1[CH:32]=[CH:33][C:34](=[O:48])[NH:35]2)[O:22][Si:23]([C:26]([CH3:29])([CH3:28])[CH3:27])([CH3:24])[CH3:25])([CH3:2])([CH3:3])[CH3:4]. The catalyst class is: 181. (3) Reactant: [N+:1]([C:4]1[CH:5]=[C:6]2[C:10](=[CH:11][CH:12]=1)[NH:9][CH:8]=[CH:7]2)([O-:3])=[O:2].[OH-].[K+].[I:15]I.S(=O)(=O)(O)[O-].[Na+]. Product: [I:15][C:7]1[C:6]2[C:10](=[CH:11][CH:12]=[C:4]([N+:1]([O-:3])=[O:2])[CH:5]=2)[NH:9][CH:8]=1. The catalyst class is: 3. (4) Reactant: [NH:1]1[CH2:6][CH2:5][O:4][CH2:3][CH2:2]1.[Cl:7][C:8]1[N:13]=[C:12](Cl)[CH:11]=[C:10]([C:15]2[CH:20]=[CH:19][C:18]([F:21])=[CH:17][CH:16]=2)[N:9]=1.CCN(C(C)C)C(C)C. Product: [Cl:7][C:8]1[N:13]=[C:12]([N:1]2[CH2:6][CH2:5][O:4][CH2:3][CH2:2]2)[CH:11]=[C:10]([C:15]2[CH:20]=[CH:19][C:18]([F:21])=[CH:17][CH:16]=2)[N:9]=1. The catalyst class is: 5. (5) Reactant: [NH2:1][C:2]1[N:11]=[C:10]([C:12]([N:14]2[CH2:22][C:21]3[C:16](=[CH:17][CH:18]=[CH:19][CH:20]=3)[CH2:15]2)=[O:13])[C:9]2[C:4](=[CH:5][CH:6]=[C:7]([C:23]3([C:26]([O:28]CC)=[O:27])[CH2:25][CH2:24]3)[CH:8]=2)[N:3]=1.[OH-].[Na+]. Product: [NH2:1][C:2]1[N:11]=[C:10]([C:12]([N:14]2[CH2:15][C:16]3[C:21](=[CH:20][CH:19]=[CH:18][CH:17]=3)[CH2:22]2)=[O:13])[C:9]2[C:4](=[CH:5][CH:6]=[C:7]([C:23]3([C:26]([OH:28])=[O:27])[CH2:24][CH2:25]3)[CH:8]=2)[N:3]=1. The catalyst class is: 7.